Dataset: Forward reaction prediction with 1.9M reactions from USPTO patents (1976-2016). Task: Predict the product of the given reaction. (1) Given the reactants [C:1]1(=[O:7])[CH2:6][CH2:5][CH2:4][CH:3]=[CH:2]1.C1(P(C2C=CC=CC=2)C2C=CC3C(=CC=CC=3)C=2C2C3C(=CC=CC=3)C=CC=2P(C2C=CC=CC=2)C2C=CC=CC=2)C=CC=CC=1.[C:54]([C:58]1[CH:63]=[CH:62][C:61](B(O)O)=[CH:60][CH:59]=1)([CH3:57])([CH3:56])[CH3:55], predict the reaction product. The product is: [C:54]([C:58]1[CH:63]=[CH:62][C:61]([CH:3]2[CH2:4][CH2:5][CH2:6][C:1](=[O:7])[CH2:2]2)=[CH:60][CH:59]=1)([CH3:57])([CH3:56])[CH3:55]. (2) The product is: [CH2:1]([N:5]([S:15]([C:18]1[CH:23]=[CH:22][C:21]([N+:24]([O-:26])=[O:25])=[CH:20][CH:19]=1)(=[O:17])=[O:16])[C@H:6]([C:12]([OH:14])=[O:13])[CH2:7][CH2:8][CH2:9][CH2:10][NH:11][C:34](=[O:35])[CH:33]=[CH:32][C:31]1[CH:37]=[CH:38][CH:39]=[C:29]([O:28][CH3:27])[CH:30]=1)[CH:2]([CH3:4])[CH3:3]. Given the reactants [CH2:1]([N:5]([S:15]([C:18]1[CH:23]=[CH:22][C:21]([N+:24]([O-:26])=[O:25])=[CH:20][CH:19]=1)(=[O:17])=[O:16])[C@H:6]([C:12]([OH:14])=[O:13])[CH2:7][CH2:8][CH2:9][CH2:10][NH2:11])[CH:2]([CH3:4])[CH3:3].[CH3:27][O:28][C:29]1[CH:30]=[C:31]([CH:37]=[CH:38][CH:39]=1)[CH:32]=[CH:33][C:34](O)=[O:35], predict the reaction product. (3) Given the reactants [Si:1]([O:8][CH2:9][C:10]1[CH:11]=[C:12]2[C:17](=[CH:18][CH:19]=1)[CH:16]=[C:15]([CH2:20][CH2:21][CH2:22][OH:23])[CH:14]=[CH:13]2)([C:4]([CH3:7])([CH3:6])[CH3:5])([CH3:3])[CH3:2].CC(OI1(OC(C)=O)(OC(C)=O)OC(=O)C2C=CC=CC1=2)=O.S([O-])([O-])(=O)=S.[Na+].[Na+].C(=O)(O)[O-].[Na+], predict the reaction product. The product is: [Si:1]([O:8][CH2:9][C:10]1[CH:11]=[C:12]2[C:17](=[CH:18][CH:19]=1)[CH:16]=[C:15]([CH2:20][CH2:21][CH:22]=[O:23])[CH:14]=[CH:13]2)([C:4]([CH3:7])([CH3:6])[CH3:5])([CH3:3])[CH3:2]. (4) The product is: [F:1][C:2]1[CH:7]=[CH:6][C:5]([C:34]#[C:33][CH2:32][OH:35])=[CH:4][C:3]=1[C:9]([F:12])([F:11])[F:10]. Given the reactants [F:1][C:2]1[CH:7]=[CH:6][C:5](I)=[CH:4][C:3]=1[C:9]([F:12])([F:11])[F:10].C1(P(C2C=CC=CC=2)C2C=CC=CC=2)C=CC=CC=1.[CH2:32]([OH:35])[C:33]#[CH:34].C(N(C(C)C)CC)(C)C, predict the reaction product. (5) Given the reactants [NH2:1][C:2]1[CH:25]=[CH:24][C:5]2[N:6]([CH3:23])[C:7]([N:9]([C:17]3[CH:22]=[CH:21][CH:20]=[CH:19][CH:18]=3)[C:10](=[O:16])[O:11][C:12]([CH3:15])([CH3:14])[CH3:13])=[N:8][C:4]=2[CH:3]=1.C([O-])(O)=O.[Na+].[Cl:31][C:32]1[N:37]=[C:36](Cl)[CH:35]=[CH:34][N:33]=1, predict the reaction product. The product is: [Cl:31][C:32]1[N:37]=[C:36]([NH:1][C:2]2[CH:25]=[CH:24][C:5]3[N:6]([CH3:23])[C:7]([N:9]([C:17]4[CH:18]=[CH:19][CH:20]=[CH:21][CH:22]=4)[C:10](=[O:16])[O:11][C:12]([CH3:15])([CH3:13])[CH3:14])=[N:8][C:4]=3[CH:3]=2)[CH:35]=[CH:34][N:33]=1. (6) The product is: [N:25]1[CH:30]=[CH:29][CH:28]=[CH:27][C:26]=1[C:31]([NH:34][C:13]([NH:12][O:11][C:9]1[N:8]=[CH:7][C:6]2[N:22]=[C:3]([C:2]([F:1])([F:23])[F:24])[S:4][C:5]=2[CH:10]=1)=[O:21])([CH3:33])[CH3:32]. Given the reactants [F:1][C:2]([F:24])([F:23])[C:3]1[S:4][C:5]2[CH:10]=[C:9]([O:11][NH:12][C:13](=[O:21])OC3C=CC=CC=3)[N:8]=[CH:7][C:6]=2[N:22]=1.[N:25]1[CH:30]=[CH:29][CH:28]=[CH:27][C:26]=1[C:31]([NH2:34])([CH3:33])[CH3:32].C(N(CC)CC)C, predict the reaction product.